From a dataset of Full USPTO retrosynthesis dataset with 1.9M reactions from patents (1976-2016). Predict the reactants needed to synthesize the given product. (1) Given the product [C:14]([O:1][C:2]1[CH:3]=[CH:4][C:5](/[CH:8]=[CH:9]/[C:10]([O:12][CH3:13])=[O:11])=[CH:6][CH:7]=1)(=[O:16])[CH3:15], predict the reactants needed to synthesize it. The reactants are: [OH:1][C:2]1[CH:7]=[CH:6][C:5](/[CH:8]=[CH:9]/[C:10]([O:12][CH3:13])=[O:11])=[CH:4][CH:3]=1.[C:14](OC(=O)C)(=[O:16])[CH3:15].N1C=CC=CC=1. (2) Given the product [CH3:1][N:2]1[C:6]2=[N:7][CH:8]=[C:9]([C:11]([NH:13][C:14]([NH:16][C:17]3[CH:29]=[CH:28][C:20]([O:21][CH2:22][C:23]([O-:25])=[O:24])=[C:19]([C:30]([F:33])([F:32])[F:31])[CH:18]=3)=[O:15])=[O:12])[CH:10]=[C:5]2[C:4]([CH3:34])=[N:3]1.[Na+:36], predict the reactants needed to synthesize it. The reactants are: [CH3:1][N:2]1[C:6]2=[N:7][CH:8]=[C:9]([C:11]([NH:13][C:14]([NH:16][C:17]3[CH:29]=[CH:28][C:20]([O:21][CH2:22][C:23]([O:25]CC)=[O:24])=[C:19]([C:30]([F:33])([F:32])[F:31])[CH:18]=3)=[O:15])=[O:12])[CH:10]=[C:5]2[C:4]([CH3:34])=[N:3]1.[OH-].[Na+:36]. (3) Given the product [OH:3][N:2]=[C:7]1[CH2:13][CH2:12][N:11]([C:14]([O:16][C:17]([CH3:20])([CH3:19])[CH3:18])=[O:15])[CH2:10][CH2:9][NH:8]1, predict the reactants needed to synthesize it. The reactants are: Cl.[NH2:2][OH:3].[OH-].[K+].S=[C:7]1[CH2:13][CH2:12][N:11]([C:14]([O:16][C:17]([CH3:20])([CH3:19])[CH3:18])=[O:15])[CH2:10][CH2:9][NH:8]1.C(OCC)C. (4) Given the product [Br:17][C:18]1[N:23]=[C:22]([N:1]2[CH:5]=[CH:4][CH:3]=[N:2]2)[N:21]=[C:20]([NH:28][CH2:29][C:30]([F:33])([F:32])[F:31])[C:19]=1[CH:34]([CH2:36][CH3:37])[CH3:35], predict the reactants needed to synthesize it. The reactants are: [NH:1]1[CH:5]=[CH:4][CH:3]=[N:2]1.C(=O)([O-])[O-].[K+].[K+].CN(C)C=O.[Br:17][C:18]1[N:23]=[C:22](S(C)(=O)=O)[N:21]=[C:20]([NH:28][CH2:29][C:30]([F:33])([F:32])[F:31])[C:19]=1[CH:34]([CH2:36][CH3:37])[CH3:35]. (5) The reactants are: [Cl:1][C:2]1[CH:7]=[CH:6][CH:5]=[CH:4][C:3]=1[C:8]1[N:13]=[C:12]([C:14]([OH:16])=O)[CH:11]=[N:10][C:9]=1[N:17]1[CH2:21][CH2:20][CH2:19][CH2:18]1.C(N1C=CN=C1)(N1C=CN=C1)=O.C(N(C(C)C)C(C)C)C.Cl.[NH2:44][C@@H:45]1[CH2:50][CH2:49][CH2:48][CH2:47][C@H:46]1[OH:51].C(O)(=O)CC(CC(O)=O)(C(O)=O)O. Given the product [OH:51][C@@H:46]1[CH2:47][CH2:48][CH2:49][CH2:50][C@H:45]1[NH:44][C:14]([C:12]1[CH:11]=[N:10][C:9]([N:17]2[CH2:18][CH2:19][CH2:20][CH2:21]2)=[C:8]([C:3]2[CH:4]=[CH:5][CH:6]=[CH:7][C:2]=2[Cl:1])[N:13]=1)=[O:16], predict the reactants needed to synthesize it. (6) Given the product [N:35]1([S:39]([NH:42][C:9](=[O:11])[C:8]2[CH:12]=[C:4]([CH:1]3[CH2:3][CH2:2]3)[C:5]([O:14][C@@H:15]3[CH2:20][CH2:19][CH2:18][N:17]([CH2:21][C:22]4[CH:27]=[CH:26][C:25]([Cl:28])=[CH:24][C:23]=4[Cl:29])[CH2:16]3)=[CH:6][C:7]=2[F:13])(=[O:41])=[O:40])[CH2:38][CH2:37][CH2:36]1, predict the reactants needed to synthesize it. The reactants are: [CH:1]1([C:4]2[C:5]([O:14][C@@H:15]3[CH2:20][CH2:19][CH2:18][N:17]([CH2:21][C:22]4[CH:27]=[CH:26][C:25]([Cl:28])=[CH:24][C:23]=4[Cl:29])[CH2:16]3)=[CH:6][C:7]([F:13])=[C:8]([CH:12]=2)[C:9]([OH:11])=O)[CH2:3][CH2:2]1.CS(N)(=O)=O.[N:35]1([S:39]([NH2:42])(=[O:41])=[O:40])[CH2:38][CH2:37][CH2:36]1.